This data is from Catalyst prediction with 721,799 reactions and 888 catalyst types from USPTO. The task is: Predict which catalyst facilitates the given reaction. (1) Reactant: F[C:2](F)(F)[C:3](O)=O.Cl[C:9]1[N:14]=[C:13]([CH3:15])[C:12]([CH2:16][O:17][C:18]2[CH:23]=[C:22]([CH:24]([CH3:26])[CH3:25])[CH:21]=[CH:20][C:19]=2[CH3:27])=[C:11]([N:28]2[CH2:33][CH2:32][NH:31][CH2:30][CH2:29]2)[N:10]=1.Br[CH2:35][C:36]([NH2:38])=[O:37].C(=O)([O-])[O-].[K+].[K+]. Product: [CH3:27][C:19]1[CH:18]=[CH:23][CH:22]=[C:3]([CH3:2])[C:20]=1[C:9]1[N:10]=[C:11]([N:28]2[CH2:33][CH2:32][N:31]([CH2:35][C:36]([NH2:38])=[O:37])[CH2:30][CH2:29]2)[C:12]([CH2:16][O:17][C:18]2[CH:23]=[C:22]([CH:24]([CH3:26])[CH3:25])[CH:21]=[CH:20][C:19]=2[CH3:27])=[C:13]([CH3:15])[N:14]=1. The catalyst class is: 44. (2) Reactant: [C:1]([O:5][C:6](=[O:26])[NH:7][CH2:8][CH:9]([N:15]1C(=O)C2C(=CC=CC=2)C1=O)[C:10]1[CH:14]=[CH:13][S:12][CH:11]=1)([CH3:4])([CH3:3])[CH3:2].O.NN. Product: [C:1]([O:5][C:6](=[O:26])[NH:7][CH2:8][CH:9]([NH2:15])[C:10]1[CH:14]=[CH:13][S:12][CH:11]=1)([CH3:4])([CH3:2])[CH3:3]. The catalyst class is: 36. (3) Reactant: [Br:1][C:2]1[C:3]([OH:20])=[C:4]([C:17]([OH:19])=O)[C:5]2[N:6]=[CH:7][C:8]([C:12]3[S:13][CH:14]=[CH:15][N:16]=3)=[N:9][C:10]=2[CH:11]=1.Cl.C([NH:24][CH2:25][C:26]([OH:28])=[O:27])C.[CH2:29](N(CC)CC)[CH3:30].C1CN([P+](ON2N=NC3C=CC=CC2=3)(N2CCCC2)N2CCCC2)CC1.F[P-](F)(F)(F)(F)F. Product: [Br:1][C:2]1[CH:11]=[C:10]2[C:5]([N:6]=[CH:7][C:8]([C:12]3[S:13][CH:14]=[CH:15][N:16]=3)=[N:9]2)=[C:4]([C:17]([NH:24][CH2:25][C:26]([O:28][CH2:29][CH3:30])=[O:27])=[O:19])[C:3]=1[OH:20]. The catalyst class is: 9. (4) Reactant: [CH3:1][N:2]([CH2:4][CH2:5][O:6][CH:7]([C:14]1[CH:15]=[CH:16][CH:17]=[CH:18][CH:19]=1)[C:8]1[CH:9]=[CH:10][CH:11]=[CH:12][CH:13]=1)[CH3:3].Cl. Product: [CH3:3][N:2]([CH2:4][CH2:5][O:6][CH:7]([C:14]1[CH:19]=[CH:18][CH:17]=[CH:16][CH:15]=1)[C:8]1[CH:9]=[CH:10][CH:11]=[CH:12][CH:13]=1)[CH3:1]. The catalyst class is: 611. (5) Reactant: C(OC([N:8]1[CH2:13][CH2:12][N:11]([C:14]2[CH:19]=[CH:18][CH:17]=[CH:16][C:15]=2[C:20](=[O:28])[NH:21][C:22]2[CH:27]=[CH:26][CH:25]=[CH:24][CH:23]=2)[CH2:10][CH2:9]1)=O)(C)(C)C.[C:29](O)([C:31]([F:34])([F:33])[F:32])=[O:30]. Product: [F:32][C:31]([F:34])([F:33])[C:29]([NH2:8])=[O:30].[C:22]1([NH:21][C:20](=[O:28])[C:15]2[CH:16]=[CH:17][CH:18]=[CH:19][C:14]=2[N:11]2[CH2:10][CH2:9][NH:8][CH2:13][CH2:12]2)[CH:23]=[CH:24][CH:25]=[CH:26][CH:27]=1. The catalyst class is: 2. (6) Reactant: [OH-].[Na+].[CH2:3]([C:6]1[N:7]([CH2:19][CH2:20][CH2:21][C:22]([O:24]CC)=[O:23])[C:8]2[C:17]3[N:16]=[CH:15][CH:14]=[CH:13][C:12]=3[N:11]=[CH:10][C:9]=2[N:18]=1)[CH2:4][CH3:5].C1(C)C=CC=CC=1. Product: [CH2:3]([C:6]1[N:7]([CH2:19][CH2:20][CH2:21][C:22]([OH:24])=[O:23])[C:8]2[C:17]3[N:16]=[CH:15][CH:14]=[CH:13][C:12]=3[N:11]=[CH:10][C:9]=2[N:18]=1)[CH2:4][CH3:5]. The catalyst class is: 8. (7) Reactant: ClC1C=CC(SCCCCCCCC(O)=O)=CC=1.[CH3:19][O:20][C:21]1[CH:26]=[CH:25][CH:24]=[CH:23][C:22]=1[SH:27].Br[CH2:29][C:30]1[CH:38]=[CH:37][C:33]([C:34]([OH:36])=[O:35])=[CH:32][CH:31]=1.[OH-].[K+]. Product: [CH3:19][O:20][C:21]1[CH:26]=[CH:25][CH:24]=[CH:23][C:22]=1[S:27][CH2:29][C:30]1[CH:38]=[CH:37][C:33]([C:34]([OH:36])=[O:35])=[CH:32][CH:31]=1. The catalyst class is: 2.